From a dataset of Full USPTO retrosynthesis dataset with 1.9M reactions from patents (1976-2016). Predict the reactants needed to synthesize the given product. (1) Given the product [OH:5][CH:6]([CH:12]([CH:16]([CH3:18])[CH3:17])[CH2:13][CH:14]=[CH2:15])[CH2:7][C:8]([OH:10])=[O:9], predict the reactants needed to synthesize it. The reactants are: [OH-].[K+].CO.[OH:5][CH:6]([CH:12]([CH:16]([CH3:18])[CH3:17])[CH2:13][CH:14]=[CH2:15])[CH2:7][C:8]([O:10]C)=[O:9]. (2) Given the product [F:1][C:2]1[CH:3]=[C:4]([CH:13]=[CH:14][CH:15]=1)[O:5][C:6]1[S:10][C:9]([CH2:11][NH2:12])=[CH:8][CH:7]=1, predict the reactants needed to synthesize it. The reactants are: [F:1][C:2]1[CH:3]=[C:4]([CH:13]=[CH:14][CH:15]=1)[O:5][C:6]1[S:10][C:9]([C:11]#[N:12])=[CH:8][CH:7]=1.[H-].[Al+3].[Li+].[H-].[H-].[H-].O.C(OCC)(=O)C. (3) Given the product [CH3:36][O:37][CH2:38][CH2:39][C:40]([N:1]1[CH2:4][CH:3]([C:5]#[C:6][C:7]2[CH:16]=[C:15]3[C:10]([C:11](=[O:28])[C:12]([C:17]4[CH:22]=[CH:21][C:20]([NH:23][S:24]([CH3:27])(=[O:26])=[O:25])=[CH:19][CH:18]=4)=[CH:13][O:14]3)=[CH:9][CH:8]=2)[CH2:2]1)=[O:41], predict the reactants needed to synthesize it. The reactants are: [NH:1]1[CH2:4][CH:3]([C:5]#[C:6][C:7]2[CH:16]=[C:15]3[C:10]([C:11](=[O:28])[C:12]([C:17]4[CH:22]=[CH:21][C:20]([NH:23][S:24]([CH3:27])(=[O:26])=[O:25])=[CH:19][CH:18]=4)=[CH:13][O:14]3)=[CH:9][CH:8]=2)[CH2:2]1.FC(F)(F)C(O)=O.[CH3:36][O:37][CH2:38][CH2:39][C:40](O)=[O:41].CN(C(ON1N=NC2C=CC=NC1=2)=[N+](C)C)C.F[P-](F)(F)(F)(F)F.C(N(C(C)C)CC)(C)C. (4) Given the product [F:33][C:30]1[CH:29]=[C:28]([C:34]#[N:35])[C:27]([C:24]2[CH:25]=[CH:26][C:21]([CH2:20][C:17]3[C:18](=[O:19])[N:13]([C@H:10]4[CH2:11][CH2:12][C@H:4]([O:5][CH:6]([CH3:7])[C:2]([OH:3])([CH3:1])[CH3:43])[CH2:8][CH2:9]4)[C:14]4[N:15]([N:39]=[C:40]([CH3:42])[N:41]=4)[C:16]=3[CH2:36][CH2:37][CH3:38])=[CH:22][CH:23]=2)=[CH:32][CH:31]=1, predict the reactants needed to synthesize it. The reactants are: [CH3:1][CH:2]1[CH:6]([CH3:7])[O:5][C:4]2([CH2:12][CH2:11][CH:10]([N:13]3[C:18](=[O:19])[C:17]([CH2:20][C:21]4[CH:26]=[CH:25][C:24]([C:27]5[C:28]([C:34]#[N:35])=[CH:29][C:30]([F:33])=[CH:31][CH:32]=5)=[CH:23][CH:22]=4)=[C:16]([CH2:36][CH2:37][CH3:38])[N:15]4[N:39]=[C:40]([CH3:42])[N:41]=[C:14]34)[CH2:9][CH2:8]2)[O:3]1.[C:43]([BH3-])#N.[Na+].CC(OI1(OC(C)=O)(OC(C)=O)OC(=O)C2C1=CC=CC=2)=O.C(=O)([O-])O.[Na+].S([O-])([O-])(=O)=S.[Na+].[Na+].C[Mg]Br.[Cl-].[NH4+]. (5) Given the product [CH3:23][C:3]1([CH3:24])[CH2:2][C:11]2[C:6](=[CH:7][CH:8]=[C:9]([C:12]#[N:13])[CH:10]=2)[NH:5][CH:4]1[C:14]1[CH:19]=[CH:18][CH:17]=[C:16]([N+:20]([O-:22])=[O:21])[CH:15]=1, predict the reactants needed to synthesize it. The reactants are: O[CH:2]1[C:11]2[C:6](=[CH:7][CH:8]=[C:9]([C:12]#[N:13])[CH:10]=2)[NH:5][CH:4]([C:14]2[CH:19]=[CH:18][CH:17]=[C:16]([N+:20]([O-:22])=[O:21])[CH:15]=2)[C:3]1([CH3:24])[CH3:23].FC(F)(F)C(O)=O. (6) Given the product [CH3:1][O:2][C:3]1[CH:4]=[C:5]([C:11]2[N:12]=[C:13]([NH:23][CH2:24][CH3:25])[S:14][C:15]=2[C:16]2[CH:21]=[CH:20][N:19]=[C:18]([NH:44][C:41]3[CH:42]=[N:43][C:38]([O:37][C@H:34]4[CH2:35][CH2:36][N:32]([CH2:31][CH2:30][S:27]([CH3:26])(=[O:29])=[O:28])[CH2:33]4)=[CH:39][CH:40]=3)[N:17]=2)[CH:6]=[C:7]([O:9][CH3:10])[CH:8]=1, predict the reactants needed to synthesize it. The reactants are: [CH3:1][O:2][C:3]1[CH:4]=[C:5]([C:11]2[N:12]=[C:13]([NH:23][CH2:24][CH3:25])[S:14][C:15]=2[C:16]2[CH:21]=[CH:20][N:19]=[C:18](Cl)[N:17]=2)[CH:6]=[C:7]([O:9][CH3:10])[CH:8]=1.[CH3:26][S:27]([CH2:30][CH2:31][N:32]1[CH2:36][CH2:35][C@H:34]([O:37][C:38]2[N:43]=[CH:42][C:41]([NH2:44])=[CH:40][CH:39]=2)[CH2:33]1)(=[O:29])=[O:28].CC(O)C.Cl.